From a dataset of Reaction yield outcomes from USPTO patents with 853,638 reactions. Predict the reaction yield, written as a fraction of the theoretical maximum amount of product (1.0 means a 100% yield; for example, 0.34 means a 34% yield). (1) The reactants are [F:1][C:2]1[CH:3]=[C:4]([NH2:14])[CH:5]=[CH:6][C:7]=1[N:8]1[CH2:13][CH2:12][NH:11][CH2:10][CH2:9]1.[C:15]1(N)[C:20](F)=[C:19](F)[C:18](F)=[C:17](N)[C:16]=1F.Cl.Cl.[C:29]([O-:32])([O-:31])=O.[Na+].[Na+].Cl[C:36]([O:38][CH2:39][C:40]1[CH:45]=[CH:44][CH:43]=[CH:42][CH:41]=1)=[O:37].[CH3:46]C(C)=O.O. No catalyst specified. The product is [CH2:46]([O:31][C:29]([N:11]1[CH2:10][CH2:9][N:8]([C:7]2[CH:6]=[CH:5][C:4]([NH:14][C:36]([O:38][CH2:39][C:40]3[CH:45]=[CH:44][CH:43]=[CH:42][CH:41]=3)=[O:37])=[CH:3][C:2]=2[F:1])[CH2:13][CH2:12]1)=[O:32])[C:15]1[CH:20]=[CH:19][CH:18]=[CH:17][CH:16]=1. The yield is 0.850. (2) The reactants are [N+:1]([C:4]1[CH:13]=[CH:12][C:11]([C:14]([OH:16])=[O:15])=[C:10]2[C:5]=1[CH:6]=[CH:7][CH:8]=[N:9]2)([O-:3])=[O:2].IC.[C:19](=O)([O-])[O-].[K+].[K+].O. The catalyst is CN(C=O)C. The product is [CH3:19][O:15][C:14]([C:11]1[CH:12]=[CH:13][C:4]([N+:1]([O-:3])=[O:2])=[C:5]2[C:10]=1[N:9]=[CH:8][CH:7]=[CH:6]2)=[O:16]. The yield is 0.784. (3) The reactants are [F:1][C:2]1[CH:7]=[CH:6][C:5](/[CH:8]=[CH:9]/[C:10]([OH:12])=O)=[CH:4][CH:3]=1.C(N(CC)CC)C.C1C=CC(P([N:34]=[N+:35]=[N-:36])(C2C=CC=CC=2)=O)=CC=1. The catalyst is C1C=CC=CC=1. The product is [F:1][C:2]1[CH:7]=[CH:6][C:5](/[CH:8]=[CH:9]/[C:10]([N:34]=[N+:35]=[N-:36])=[O:12])=[CH:4][CH:3]=1. The yield is 0.900.